From a dataset of Forward reaction prediction with 1.9M reactions from USPTO patents (1976-2016). Predict the product of the given reaction. (1) Given the reactants [C:1]1([CH:7]([C:9]2[CH:14]=[CH:13][CH:12]=[CH:11][CH:10]=2)[NH2:8])[CH:6]=[CH:5][CH:4]=[CH:3][CH:2]=1.[Br:15][C:16]1[CH:23]=[CH:22][CH:21]=[CH:20][C:17]=1[CH:18]=O, predict the reaction product. The product is: [Br:15][C:16]1[CH:23]=[CH:22][CH:21]=[CH:20][C:17]=1/[CH:18]=[N:8]/[CH:7]([C:1]1[CH:2]=[CH:3][CH:4]=[CH:5][CH:6]=1)[C:9]1[CH:10]=[CH:11][CH:12]=[CH:13][CH:14]=1. (2) Given the reactants [CH3:1][O:2][C:3]([C@@H:5]([N:13]1[CH2:21][C:17]2[CH:18]=[CH:19][S:20][C:16]=2[CH2:15][CH2:14]1)[C:6]1[CH:7]=[CH:8][CH:9]=[CH:10][C:11]=1[Cl:12])=[O:4].[S:22](=[O:26])(=[O:25])([OH:24])[OH:23], predict the reaction product. The product is: [CH3:1][O:2][C:3]([C@@H:5]([N:13]1[CH2:21][C:17]2[CH:18]=[CH:19][S:20][C:16]=2[CH2:15][CH2:14]1)[C:6]1[C:11]([Cl:12])=[CH:10][CH:9]=[CH:8][CH:7]=1)=[O:4].[OH:25][S:22]([OH:26])(=[O:24])=[O:23]. (3) Given the reactants [Cl:1][C:2]1[N:3]=[C:4]2[C:9](=[CH:10][CH:11]=1)[N:8]=[CH:7][C:6]([C:12](=[O:14])[CH3:13])=[C:5]2[NH:15][C@H:16]1[CH2:21][CH2:20][C@H:19]([CH2:22][N:23]([CH3:25])[CH3:24])[CH2:18][CH2:17]1.CC1(C)C(C)(C)OB([C:34]2[CH:42]=[CH:41][C:37]3[NH:38][CH:39]=[N:40][C:36]=3[CH:35]=2)O1, predict the reaction product. The product is: [ClH:1].[ClH:1].[ClH:1].[NH:38]1[C:37]2[CH:41]=[CH:42][C:34]([C:2]3[N:3]=[C:4]4[C:9](=[CH:10][CH:11]=3)[N:8]=[CH:7][C:6]([C:12](=[O:14])[CH3:13])=[C:5]4[NH:15][C@H:16]3[CH2:17][CH2:18][C@H:19]([CH2:22][N:23]([CH3:24])[CH3:25])[CH2:20][CH2:21]3)=[CH:35][C:36]=2[N:40]=[CH:39]1. (4) The product is: [CH2:3]([S:7]([O:10][C:11]1[CH:16]=[CH:15][C:14]([CH2:17][CH2:18][CH2:19][C:20]2[CH:25]=[CH:24][C:23]([CH2:26][CH2:27][C:28]([OH:30])=[O:29])=[C:22]([O:32][CH2:33][CH2:34][CH2:35][CH3:36])[CH:21]=2)=[CH:13][C:12]=1[O:37][CH3:38])(=[O:8])=[O:9])[CH2:4][CH2:5][CH3:6]. Given the reactants [OH-].[Li+].[CH2:3]([S:7]([O:10][C:11]1[CH:16]=[CH:15][C:14]([CH2:17][CH2:18][CH2:19][C:20]2[CH:25]=[CH:24][C:23]([CH2:26][CH2:27][C:28]([O:30]C)=[O:29])=[C:22]([O:32][CH2:33][CH2:34][CH2:35][CH3:36])[CH:21]=2)=[CH:13][C:12]=1[O:37][CH3:38])(=[O:9])=[O:8])[CH2:4][CH2:5][CH3:6], predict the reaction product. (5) Given the reactants [N:1]1[CH:6]=[C:5]([C:7]([O:9]CC)=[O:8])[CH:4]=[C:3]([C:12]([O:14][CH2:15]C)=[O:13])[CH:2]=1.[OH-].[K+], predict the reaction product. The product is: [CH3:15][O:14][C:12]([C:3]1[CH:2]=[N:1][CH:6]=[C:5]([C:7]([OH:9])=[O:8])[CH:4]=1)=[O:13]. (6) Given the reactants C=O.[Cl:3][C:4]1[CH:15]=[C:14]2[C:7]([NH:8][C:9]([CH2:16][CH3:17])=[C:10]2[CH2:11][CH2:12]N)=[CH:6][CH:5]=1.[C:18]([BH3-])#[N:19].[Na+].[C:22]([O-])([O-])=O.[K+].[K+], predict the reaction product. The product is: [Cl:3][C:4]1[CH:15]=[C:14]2[C:7]([NH:8][C:9]([CH2:16][CH3:17])=[C:10]2[CH2:11][CH2:12][N:19]([CH3:18])[CH3:22])=[CH:6][CH:5]=1. (7) The product is: [Cl:1][C:2]1[N:3]=[CH:4][N:5]=[C:6]([NH2:18])[C:7]=1[C:8]1[CH:12]=[C:11]([Si:13]([CH3:16])([CH3:15])[CH3:14])[O:10][N:9]=1. Given the reactants [Cl:1][C:2]1[C:7]([C:8]2[CH:12]=[C:11]([Si:13]([CH3:16])([CH3:15])[CH3:14])[O:10][N:9]=2)=[C:6](Cl)[N:5]=[CH:4][N:3]=1.[NH3:18], predict the reaction product. (8) Given the reactants [Br:1][C:2]1[CH:3]=[C:4]([N+:9]([O-:11])=[O:10])[C:5](=O)[NH:6][CH:7]=1.P(Cl)(Cl)([Cl:14])=O, predict the reaction product. The product is: [Br:1][C:2]1[CH:3]=[C:4]([N+:9]([O-:11])=[O:10])[C:5]([Cl:14])=[N:6][CH:7]=1. (9) Given the reactants C(=O)[CH2:2][CH2:3][CH:4]=[O:5].N1[CH2:14][CH2:13][CH2:12][C@H:8]1[C:9]([OH:11])=[O:10].C1COCC1.C, predict the reaction product. The product is: [OH:10][CH:9]1[O:11][C@H:13]2[CH2:14][C:3]([CH:4]=[O:5])=[CH:2][C@H:12]2[CH2:8]1.